From a dataset of Reaction yield outcomes from USPTO patents with 853,638 reactions. Predict the reaction yield, written as a fraction of the theoretical maximum amount of product (1.0 means a 100% yield; for example, 0.34 means a 34% yield). (1) The reactants are [H-].[Na+].[N+:3]([C:6]1[CH:11]=[CH:10][C:9]([OH:12])=[CH:8][CH:7]=1)([O-:5])=[O:4].[CH2:13]([P:15](Cl)(Cl)=[O:16])[CH3:14]. The catalyst is C1COCC1. The product is [CH2:13]([P:15](=[O:16])([O:12][C:9]1[CH:10]=[CH:11][C:6]([N+:3]([O-:5])=[O:4])=[CH:7][CH:8]=1)[O:12][C:9]1[CH:10]=[CH:11][C:6]([N+:3]([O-:5])=[O:4])=[CH:7][CH:8]=1)[CH3:14]. The yield is 0.150. (2) The reactants are Br[C:2]1[C:3]([CH3:20])=[C:4]([CH2:12][N:13]2[CH2:19][CH2:18][CH2:17][O:16][CH2:15][CH2:14]2)[N:5]2[C:10]=1[C:9]([NH2:11])=[N:8][CH:7]=[N:6]2.[F:21][C:22]1[CH:27]=[CH:26][C:25]([C:28]([F:31])([F:30])[F:29])=[CH:24][C:23]=1[NH:32][C:33]([NH:35][C:36]1[CH:41]=[CH:40][C:39](B2OC(C)(C)C(C)(C)O2)=[CH:38][CH:37]=1)=[O:34].C([O-])([O-])=O.[K+].[K+].O. The catalyst is O1CCOCC1.[Pd].C1(P(C2C=CC=CC=2)C2C=CC=CC=2)C=CC=CC=1.C1(P(C2C=CC=CC=2)C2C=CC=CC=2)C=CC=CC=1.C1(P(C2C=CC=CC=2)C2C=CC=CC=2)C=CC=CC=1.C1(P(C2C=CC=CC=2)C2C=CC=CC=2)C=CC=CC=1. The product is [NH2:11][C:9]1[C:10]2=[C:2]([C:39]3[CH:38]=[CH:37][C:36]([NH:35][C:33]([NH:32][C:23]4[CH:24]=[C:25]([C:28]([F:29])([F:31])[F:30])[CH:26]=[CH:27][C:22]=4[F:21])=[O:34])=[CH:41][CH:40]=3)[C:3]([CH3:20])=[C:4]([CH2:12][N:13]3[CH2:19][CH2:18][CH2:17][O:16][CH2:15][CH2:14]3)[N:5]2[N:6]=[CH:7][N:8]=1. The yield is 0.150.